This data is from Full USPTO retrosynthesis dataset with 1.9M reactions from patents (1976-2016). The task is: Predict the reactants needed to synthesize the given product. (1) Given the product [C:14]([O:18][C:19]([N:21]1[CH2:22][CH2:23][CH:24]([NH:27][CH2:28][C:29]2[CH:30]=[N:31][C:32]([N:10]3[C:11]4[C:7](=[CH:6][C:5]([S:2]([CH3:1])(=[O:4])=[O:3])=[CH:13][CH:12]=4)[CH:8]=[CH:9]3)=[CH:33][CH:34]=2)[CH2:25][CH2:26]1)=[O:20])([CH3:17])([CH3:15])[CH3:16], predict the reactants needed to synthesize it. The reactants are: [CH3:1][S:2]([C:5]1[CH:6]=[C:7]2[C:11](=[CH:12][CH:13]=1)[NH:10][CH:9]=[CH:8]2)(=[O:4])=[O:3].[C:14]([O:18][C:19]([N:21]1[CH2:26][CH2:25][CH:24]([NH:27][CH2:28][C:29]2[CH:30]=[N:31][C:32](Cl)=[CH:33][CH:34]=2)[CH2:23][CH2:22]1)=[O:20])([CH3:17])([CH3:16])[CH3:15]. (2) Given the product [CH3:9][N:10]1[C:18]2[C:13](=[CH:14][CH:15]=[CH:16][CH:17]=2)[C:12]([C@@H:19]2[CH2:4][C@H:20]2[C:21]([O:23][CH2:24][CH3:25])=[O:22])=[CH:11]1, predict the reactants needed to synthesize it. The reactants are: [H-].[Na+].[I-].[CH3:4][S+](C)(C)=O.[CH3:9][N:10]1[C:18]2[C:13](=[CH:14][CH:15]=[CH:16][CH:17]=2)[C:12](/[CH:19]=[CH:20]/[C:21]([O:23][CH2:24][CH3:25])=[O:22])=[CH:11]1.O. (3) Given the product [Cl:23][C:17]1[CH:18]=[C:19]([Cl:22])[CH:20]=[CH:21][C:16]=1[N:13]1[CH2:14][CH2:15][N:10]([C:8]([C:5]2[CH:6]=[CH:7][C:2]([N:26]3[CH2:27][CH2:28][O:24][C:25]3=[O:29])=[CH:3][CH:4]=2)=[O:9])[CH2:11][CH2:12]1, predict the reactants needed to synthesize it. The reactants are: Br[C:2]1[CH:7]=[CH:6][C:5]([C:8]([N:10]2[CH2:15][CH2:14][N:13]([C:16]3[CH:21]=[CH:20][C:19]([Cl:22])=[CH:18][C:17]=3[Cl:23])[CH2:12][CH2:11]2)=[O:9])=[CH:4][CH:3]=1.[O:24]1[CH2:28][CH2:27][NH:26][C:25]1=[O:29]. (4) Given the product [CH3:18][C:15]1([CH3:17])[C:14](=[O:19])[N:13]([CH2:20][CH2:21][NH:22][C:23](=[O:26])[CH2:24][CH3:25])[C:12]2[CH:27]=[C:8]([C:6]([N:5]([CH:2]([CH3:3])[CH3:4])[C@@H:32]3[CH2:37][CH2:36][CH2:35][N:34]([C:46]([O:48][CH:49]([Cl:51])[CH3:50])=[O:47])[CH2:33]3)=[O:7])[C:9]([C:28]([F:30])([F:29])[F:31])=[CH:10][C:11]=2[O:16]1, predict the reactants needed to synthesize it. The reactants are: Cl.[CH:2]([N:5]([C@@H:32]1[CH2:37][CH2:36][CH2:35][NH:34][CH2:33]1)[C:6]([C:8]1[C:9]([C:28]([F:31])([F:30])[F:29])=[CH:10][C:11]2[O:16][C:15]([CH3:18])([CH3:17])[C:14](=[O:19])[N:13]([CH2:20][CH2:21][NH:22][C:23](=[O:26])[CH2:24][CH3:25])[C:12]=2[CH:27]=1)=[O:7])([CH3:4])[CH3:3].C(N(CC)CC)C.Cl[C:46]([O:48][CH:49]([Cl:51])[CH3:50])=[O:47]. (5) Given the product [CH2:1]([O:8][C:9](=[O:29])[CH:10]([O:26][CH2:27][CH3:28])[CH2:11][C:12]1[CH:17]=[CH:16][C:15]([O:18][C:43](=[O:44])[CH2:42][C:32]2[N:33]=[C:34]([C:36]3[CH:41]=[CH:40][CH:39]=[CH:38][CH:37]=3)[O:35][C:31]=2[CH3:30])=[C:14]([CH2:19][C:20]2[CH:21]=[CH:22][CH:23]=[CH:24][CH:25]=2)[CH:13]=1)[C:2]1[CH:7]=[CH:6][CH:5]=[CH:4][CH:3]=1, predict the reactants needed to synthesize it. The reactants are: [CH2:1]([O:8][C:9](=[O:29])[CH:10]([O:26][CH2:27][CH3:28])[CH2:11][C:12]1[CH:17]=[CH:16][C:15]([OH:18])=[C:14]([CH2:19][C:20]2[CH:25]=[CH:24][CH:23]=[CH:22][CH:21]=2)[CH:13]=1)[C:2]1[CH:7]=[CH:6][CH:5]=[CH:4][CH:3]=1.[CH3:30][C:31]1[O:35][C:34]([C:36]2[CH:41]=[CH:40][CH:39]=[CH:38][CH:37]=2)=[N:33][C:32]=1[CH2:42][C:43](O)=[O:44].C(Cl)Cl. (6) The reactants are: [Si:1]([O:8][C:9]1[CH:10]=[C:11]([NH2:16])[C:12]([NH2:15])=[CH:13][CH:14]=1)([C:4]([CH3:7])([CH3:6])[CH3:5])([CH3:3])[CH3:2].Br[CH2:18][C:19]([C:21]1[CH:26]=[CH:25][C:24]([N+:27]([O-:29])=[O:28])=[CH:23][CH:22]=1)=O. Given the product [Si:1]([O:8][C:9]1[CH:10]=[C:11]2[C:12]([N:15]=[CH:18][C:19]([C:21]3[CH:22]=[CH:23][C:24]([N+:27]([O-:29])=[O:28])=[CH:25][CH:26]=3)=[N:16]2)=[CH:13][CH:14]=1)([C:4]([CH3:7])([CH3:6])[CH3:5])([CH3:3])[CH3:2], predict the reactants needed to synthesize it. (7) Given the product [N+:26]([CH2:29][CH:3]([Si:2]([CH3:15])([CH3:1])[CH3:16])[CH2:4][C:5]([O:7][CH2:8][C:9]1[CH:10]=[CH:11][CH:12]=[CH:13][CH:14]=1)=[O:6])([O-:28])=[O:27], predict the reactants needed to synthesize it. The reactants are: [CH3:1][Si:2]([CH3:16])([CH3:15])[CH:3]=[CH:4][C:5]([O:7][CH2:8][C:9]1[CH:14]=[CH:13][CH:12]=[CH:11][CH:10]=1)=[O:6].CN(C)C(N(C)C)=N.Cl.[N+:26]([CH3:29])([O-:28])=[O:27]. (8) Given the product [CH3:1][C:2]1[C:3]([CH:22]([O:42][CH2:43][CH3:44])[C:23]2[NH:27][C:26]3[CH:36]=[CH:37][C:38]([C:40]#[N:41])=[CH:39][C:25]=3[N:24]=2)=[C:4]2[C:8](=[C:9]([CH3:11])[CH:10]=1)[NH:7][CH:6]=[CH:5]2, predict the reactants needed to synthesize it. The reactants are: [CH3:1][C:2]1[C:3]([CH:22]([O:42][CH2:43][CH3:44])[C:23]2[N:27](COCC[Si](C)(C)C)[C:26]3[CH:36]=[CH:37][C:38]([C:40]#[N:41])=[CH:39][C:25]=3[N:24]=2)=[C:4]2[C:8](=[C:9]([CH3:11])[CH:10]=1)[N:7](S(C1C=CC(C)=CC=1)(=O)=O)[CH:6]=[CH:5]2.CC1C(C(OCC)C2N(COCC[Si](C)(C)C)C3C=C(C#N)C=CC=3N=2)=C2C(=C(C)C=1)N(S(C1C=CC(C)=CC=1)(=O)=O)C=C2. (9) Given the product [CH2:1]([O:3][C:4]([C@@H:5]1[C@@H:6]([C:7](=[O:9])[N:42]([C:39]2[CH:38]=[CH:37][C:36]([C:35](=[O:51])[NH:34][C:26]3[S:25][C:29]4[CH:30]=[CH:31][CH:32]=[CH:33][C:28]=4[N:27]=3)=[CH:41][CH:40]=2)[CH2:43][C:44]2[CH:49]=[CH:48][C:47]([F:50])=[CH:46][CH:45]=2)[O:10]1)=[O:11])[CH3:2], predict the reactants needed to synthesize it. The reactants are: [CH2:1]([O:3][C:4](=[O:11])[C@H:5]1[O:10][C@@H:6]1[C:7]([OH:9])=O)[CH3:2].C(N(CC)CC)C.C(Cl)(=O)C(Cl)=O.[S:25]1[C:29]2[CH:30]=[CH:31][CH:32]=[CH:33][C:28]=2[N:27]=[C:26]1[NH:34][C:35](=[O:51])[C:36]1[CH:41]=[CH:40][C:39]([NH:42][CH2:43][C:44]2[CH:49]=[CH:48][C:47]([F:50])=[CH:46][CH:45]=2)=[CH:38][CH:37]=1.